From a dataset of Full USPTO retrosynthesis dataset with 1.9M reactions from patents (1976-2016). Predict the reactants needed to synthesize the given product. (1) Given the product [C:7]1([N:6]2[C:2]([NH:1][C:32](=[O:33])[C:31]3[CH:35]=[CH:36][C:37]([F:38])=[C:29]([F:28])[CH:30]=3)=[CH:3][C:4]([C:13]3[CH:14]=[CH:15][CH:16]=[CH:17][CH:18]=3)=[N:5]2)[CH:12]=[CH:11][CH:10]=[CH:9][CH:8]=1, predict the reactants needed to synthesize it. The reactants are: [NH2:1][C:2]1[N:6]([C:7]2[CH:12]=[CH:11][CH:10]=[CH:9][CH:8]=2)[N:5]=[C:4]([C:13]2[CH:18]=[CH:17][CH:16]=[CH:15][CH:14]=2)[CH:3]=1.CCN(C(C)C)C(C)C.[F:28][C:29]1[CH:30]=[C:31]([CH:35]=[CH:36][C:37]=1[F:38])[C:32](Cl)=[O:33]. (2) Given the product [OH:10][CH2:9][C:8]1[CH:11]=[C:4]([CH:5]=[CH:6][C:7]=1[O:12][CH2:13][CH2:14][CH3:15])[NH2:1], predict the reactants needed to synthesize it. The reactants are: [N+:1]([C:4]1[CH:5]=[CH:6][C:7]([O:12][CH2:13][CH2:14][CH3:15])=[C:8]([CH:11]=1)[CH2:9][OH:10])([O-])=O.OCC1C=C(C=CC=1OC)N. (3) The reactants are: [CH2:1]([O:8][C:9](=[O:52])[NH:10][CH:11]([C:26](=[O:51])[NH:27][CH:28]([C:37](=[O:50])[N:38]([CH2:42][CH:43](OCC)OCC)[CH:39]([CH3:41])[CH3:40])[CH2:29][C:30]1[CH:35]=[CH:34][C:33]([Cl:36])=[CH:32][CH:31]=1)[CH2:12][NH:13][S:14]([C:17]1[CH:22]=[C:21]([Cl:23])[CH:20]=[CH:19][C:18]=1[O:24][CH3:25])(=[O:16])=[O:15])[C:2]1[CH:7]=[CH:6][CH:5]=[CH:4][CH:3]=1. Given the product [CH2:1]([O:8][C:9](=[O:52])[NH:10][CH:11]1[C:26](=[O:51])[N:27]2[CH:28]([CH2:29][C:30]3[CH:35]=[CH:34][C:33]([Cl:36])=[CH:32][CH:31]=3)[C:37](=[O:50])[N:38]([CH:39]([CH3:41])[CH3:40])[CH2:42][CH:43]2[N:13]([S:14]([C:17]2[CH:22]=[C:21]([Cl:23])[CH:20]=[CH:19][C:18]=2[O:24][CH3:25])(=[O:15])=[O:16])[CH2:12]1)[C:2]1[CH:3]=[CH:4][CH:5]=[CH:6][CH:7]=1, predict the reactants needed to synthesize it.